Dataset: Reaction yield outcomes from USPTO patents with 853,638 reactions. Task: Predict the reaction yield, written as a fraction of the theoretical maximum amount of product (1.0 means a 100% yield; for example, 0.34 means a 34% yield). (1) The reactants are [CH:1]1[CH:2]=[CH:3][C:4]2[S:14][C:13]3[CH:12]=[CH:11][C:10]([Cl:15])=[CH:9][C:8]=3[N:7]([CH2:16][CH2:17][CH2:18][N:19]3[CH2:24][CH2:23][N:22]([CH2:25][CH2:26][OH:27])[CH2:21][CH2:20]3)[C:5]=2[CH:6]=1.C(Cl)(=O)CCCC.[C:35]([OH:41])(=[O:40])[CH2:36][CH2:37][CH2:38][CH3:39]. No catalyst specified. The product is [CH:1]1[CH:2]=[CH:3][C:4]2[S:14][C:13]3[CH:12]=[CH:11][C:10]([Cl:15])=[CH:9][C:8]=3[N:7]([CH2:16][CH2:17][CH2:18][N:19]3[CH2:24][CH2:23][N:22]([CH2:25][CH2:26][OH:27])[CH2:21][CH2:20]3)[C:5]=2[CH:6]=1.[C:35]([O-:41])(=[O:40])[CH2:36][CH2:37][CH2:38][CH3:39]. The yield is 0.750. (2) The reactants are [CH3:1][N:2]1[CH:6]=[C:5]([NH:7][C:8]([NH2:10])=[NH:9])[CH:4]=[N:3]1.[C:11]([CH:13]([CH2:19][CH:20](OCC)OCC)[C:14](OCC)=[O:15])#[N:12].CO[Na].CO.Cl.[OH-].[Na+]. The catalyst is CCO.CO. The product is [CH3:1][N:2]1[CH:6]=[C:5]([NH:7][C:8]2[N:10]=[C:14]([OH:15])[C:13]3[CH:19]=[CH:20][NH:12][C:11]=3[N:9]=2)[CH:4]=[N:3]1. The yield is 0.435. (3) The reactants are [C:1]([C:3]1[C:4](=[C:17]([C:20]#[N:21])[C:18]#[N:19])[O:5][C:6]([CH3:16])([CH3:15])[C:7]=1[C:8]1[CH:13]=[CH:12][C:11](F)=[CH:10][CH:9]=1)#[N:2].[N-:22]=[N+:23]=[N-:24].[Na+]. The catalyst is CS(C)=O. The product is [N:22]([C:11]1[CH:12]=[CH:13][C:8]([C:7]2[C:6]([CH3:16])([CH3:15])[O:5][C:4](=[C:17]([C:20]#[N:21])[C:18]#[N:19])[C:3]=2[C:1]#[N:2])=[CH:9][CH:10]=1)=[N+:23]=[N-:24]. The yield is 0.880. (4) The reactants are [Cl:1][C:2]1[CH:7]=[CH:6][C:5]([O:8][C:9]([N:11]2[C:19]3[C:14](=[CH:15][C:16]([C:21]#[C:22][CH2:23][CH2:24][CH2:25][OH:26])=[C:17]([F:20])[CH:18]=3)[CH2:13][CH2:12]2)=[O:10])=[CH:4][CH:3]=1.C(N(C(C)C)C(C)C)C.[CH3:36][S:37](Cl)(=[O:39])=[O:38].CCOCC. The catalyst is C(Cl)Cl. The product is [Cl:1][C:2]1[CH:3]=[CH:4][C:5]([O:8][C:9]([N:11]2[C:19]3[C:14](=[CH:15][C:16]([C:21]#[C:22][CH2:23][CH2:24][CH2:25][O:26][S:37]([CH3:36])(=[O:39])=[O:38])=[C:17]([F:20])[CH:18]=3)[CH2:13][CH2:12]2)=[O:10])=[CH:6][CH:7]=1. The yield is 0.610. (5) The reactants are [CH3:1][O:2][C:3](=[O:32])[C@H:4]([CH2:28][CH2:29][S:30][CH3:31])[NH:5][C:6](=[O:27])[C:7]1[CH:12]=[CH:11][C:10]([CH:13]=[CH:14][C:15]2[CH:16]=[N:17][CH:18]=[CH:19][CH:20]=2)=[CH:9][C:8]=1[C:21]1[CH:26]=[CH:25][CH:24]=[CH:23][CH:22]=1. The catalyst is CO.[Pd]. The product is [CH3:1][O:2][C:3](=[O:32])[C@H:4]([CH2:28][CH2:29][S:30][CH3:31])[NH:5][C:6](=[O:27])[C:7]1[CH:12]=[CH:11][C:10]([CH2:13][CH2:14][C:15]2[CH:16]=[N:17][CH:18]=[CH:19][CH:20]=2)=[CH:9][C:8]=1[C:21]1[CH:22]=[CH:23][CH:24]=[CH:25][CH:26]=1. The yield is 0.710. (6) The reactants are [NH2:1][C:2]1[NH:3][C:4](=[O:35])[C:5]2[N:10]=[N:9][N:8]([CH:11]3[CH:15]([O:16]C(=O)C4C=CC=CC=4)[CH2:14][CH:13]([CH:25]=[CH:26][P:27]([O:32]CC)([O:29]CC)=[O:28])[O:12]3)[C:6]=2[N:7]=1.N1C(C)=CC=CC=1C.C[Si](Br)(C)C.[NH4+].[OH-].C([O-])(O)=O.[Na+]. The catalyst is CC#N. The product is [NH2:1][C:2]1[NH:3][C:4](=[O:35])[C:5]2[N:10]=[N:9][N:8]([CH:11]3[O:12][CH:13]([CH:25]=[CH:26][P:27](=[O:28])([OH:29])[OH:32])[CH2:14][CH:15]3[OH:16])[C:6]=2[N:7]=1. The yield is 0.730. (7) The reactants are [Cl:1][C:2]1[N:7]=[C:6]([C:8]([NH2:10])=[O:9])[CH:5]=[C:4](Cl)[N:3]=1.Cl.[NH2:13][C@@H:14]([CH3:19])[C:15]([O:17][CH3:18])=[O:16].CCN(C(C)C)C(C)C. The catalyst is C(#N)C. The product is [C:8]([C:6]1[N:7]=[C:2]([Cl:1])[N:3]=[C:4]([NH:13][C@@H:14]([CH3:19])[C:15]([O:17][CH3:18])=[O:16])[CH:5]=1)(=[O:9])[NH2:10]. The yield is 0.790.